Task: Regression. Given a peptide amino acid sequence and an MHC pseudo amino acid sequence, predict their binding affinity value. This is MHC class I binding data.. Dataset: Peptide-MHC class I binding affinity with 185,985 pairs from IEDB/IMGT The peptide sequence is RSLVCLAPK. The MHC is HLA-B27:03 with pseudo-sequence HLA-B27:03. The binding affinity (normalized) is 0.0847.